Predict the product of the given reaction. From a dataset of Forward reaction prediction with 1.9M reactions from USPTO patents (1976-2016). Given the reactants Cl[CH2:2][C:3]1[CH:21]=[CH:20][C:6]([O:7][CH2:8][C:9]2[N:10]=[C:11]([C:15]3[O:16][CH:17]=[CH:18][CH:19]=3)[O:12][C:13]=2[CH3:14])=[C:5]([O:22][CH2:23][CH3:24])[CH:4]=1.[CH2:25]([N:32]1[CH:36]=[C:35]([C:37]([O:39][CH2:40][CH3:41])=[O:38])[C:34]([OH:42])=[N:33]1)[C:26]1[CH:31]=[CH:30][CH:29]=[CH:28][CH:27]=1.C(=O)([O-])[O-].[K+].[K+].CN(C)C=O, predict the reaction product. The product is: [CH2:25]([N:32]1[CH:36]=[C:35]([C:37]([O:39][CH2:40][CH3:41])=[O:38])[C:34]([O:42][CH2:2][C:3]2[CH:21]=[CH:20][C:6]([O:7][CH2:8][C:9]3[N:10]=[C:11]([C:15]4[O:16][CH:17]=[CH:18][CH:19]=4)[O:12][C:13]=3[CH3:14])=[C:5]([O:22][CH2:23][CH3:24])[CH:4]=2)=[N:33]1)[C:26]1[CH:27]=[CH:28][CH:29]=[CH:30][CH:31]=1.